From a dataset of NCI-60 drug combinations with 297,098 pairs across 59 cell lines. Regression. Given two drug SMILES strings and cell line genomic features, predict the synergy score measuring deviation from expected non-interaction effect. (1) Drug 1: COC1=CC(=CC(=C1O)OC)C2C3C(COC3=O)C(C4=CC5=C(C=C24)OCO5)OC6C(C(C7C(O6)COC(O7)C8=CC=CS8)O)O. Drug 2: C(CCl)NC(=O)N(CCCl)N=O. Cell line: HOP-92. Synergy scores: CSS=46.3, Synergy_ZIP=-4.38, Synergy_Bliss=0.122, Synergy_Loewe=-25.7, Synergy_HSA=2.26. (2) Drug 1: CC1=C(C(=CC=C1)Cl)NC(=O)C2=CN=C(S2)NC3=CC(=NC(=N3)C)N4CCN(CC4)CCO. Drug 2: CCC1(CC2CC(C3=C(CCN(C2)C1)C4=CC=CC=C4N3)(C5=C(C=C6C(=C5)C78CCN9C7C(C=CC9)(C(C(C8N6C)(C(=O)OC)O)OC(=O)C)CC)OC)C(=O)OC)O.OS(=O)(=O)O. Cell line: K-562. Synergy scores: CSS=55.2, Synergy_ZIP=-2.21, Synergy_Bliss=-4.40, Synergy_Loewe=-21.6, Synergy_HSA=-4.92. (3) Cell line: NCI-H522. Synergy scores: CSS=31.9, Synergy_ZIP=-8.43, Synergy_Bliss=-6.73, Synergy_Loewe=-14.7, Synergy_HSA=-4.32. Drug 1: COC1=CC(=CC(=C1O)OC)C2C3C(COC3=O)C(C4=CC5=C(C=C24)OCO5)OC6C(C(C7C(O6)COC(O7)C8=CC=CS8)O)O. Drug 2: C1=NC2=C(N=C(N=C2N1C3C(C(C(O3)CO)O)O)F)N. (4) Drug 1: CN1C2=C(C=C(C=C2)N(CCCl)CCCl)N=C1CCCC(=O)O.Cl. Drug 2: CC(C)(C#N)C1=CC(=CC(=C1)CN2C=NC=N2)C(C)(C)C#N. Cell line: HCT116. Synergy scores: CSS=-2.93, Synergy_ZIP=3.52, Synergy_Bliss=3.95, Synergy_Loewe=-4.76, Synergy_HSA=-1.65. (5) Drug 1: CS(=O)(=O)C1=CC(=C(C=C1)C(=O)NC2=CC(=C(C=C2)Cl)C3=CC=CC=N3)Cl. Drug 2: CC1C(C(CC(O1)OC2CC(CC3=C2C(=C4C(=C3O)C(=O)C5=C(C4=O)C(=CC=C5)OC)O)(C(=O)CO)O)N)O.Cl. Cell line: NCIH23. Synergy scores: CSS=43.6, Synergy_ZIP=-0.622, Synergy_Bliss=-0.300, Synergy_Loewe=-26.1, Synergy_HSA=1.49. (6) Drug 1: CS(=O)(=O)C1=CC(=C(C=C1)C(=O)NC2=CC(=C(C=C2)Cl)C3=CC=CC=N3)Cl. Drug 2: CCN(CC)CCCC(C)NC1=C2C=C(C=CC2=NC3=C1C=CC(=C3)Cl)OC. Cell line: SF-539. Synergy scores: CSS=42.3, Synergy_ZIP=2.17, Synergy_Bliss=4.40, Synergy_Loewe=-5.57, Synergy_HSA=3.95. (7) Drug 1: C1CN1P(=S)(N2CC2)N3CC3. Drug 2: C1C(C(OC1N2C=C(C(=O)NC2=O)F)CO)O. Cell line: MALME-3M. Synergy scores: CSS=23.4, Synergy_ZIP=0.165, Synergy_Bliss=0.788, Synergy_Loewe=-1.16, Synergy_HSA=-0.343.